From a dataset of Full USPTO retrosynthesis dataset with 1.9M reactions from patents (1976-2016). Predict the reactants needed to synthesize the given product. (1) The reactants are: [F:1][C:2]([CH3:22])([CH3:21])[CH2:3][N:4]1[CH2:9][CH2:8][CH:7]([CH2:10][O:11][C:12]2[CH:17]=[CH:16][C:15](B(O)O)=[CH:14][CH:13]=2)[CH2:6][CH2:5]1.Br[C:24]1[CH:29]=[CH:28][C:27]([S:30]([CH3:33])(=[O:32])=[O:31])=[CH:26][N:25]=1.C([O-])([O-])=O.[Cs+].[Cs+].O1CCOCC1. Given the product [F:1][C:2]([CH3:22])([CH3:21])[CH2:3][N:4]1[CH2:9][CH2:8][CH:7]([CH2:10][O:11][C:12]2[CH:17]=[CH:16][C:15]([C:24]3[CH:29]=[CH:28][C:27]([S:30]([CH3:33])(=[O:32])=[O:31])=[CH:26][N:25]=3)=[CH:14][CH:13]=2)[CH2:6][CH2:5]1, predict the reactants needed to synthesize it. (2) Given the product [F:17][C:18]([F:29])([F:28])[C:19]([NH:1][C:2]1[CH:6]=[CH:5][S:4][C:3]=1[C:7]([O:9][CH3:10])=[O:8])=[O:20], predict the reactants needed to synthesize it. The reactants are: [NH2:1][C:2]1[CH:6]=[CH:5][S:4][C:3]=1[C:7]([O:9][CH3:10])=[O:8].N1C=CC=CC=1.[F:17][C:18]([F:29])([F:28])[C:19](O[C:19](=[O:20])[C:18]([F:29])([F:28])[F:17])=[O:20]. (3) Given the product [Cl:1][CH2:2][CH2:3][CH2:4][C:5]([NH:8][C:9]1[CH:14]=[CH:13][C:12]([CH:15]([C:27]2[CH:32]=[CH:31][C:30]([Cl:33])=[CH:29][C:28]=2[CH3:34])[CH2:16][C:17]([C:19]2[CH:20]=[CH:21][C:22](=[O:26])[N:23]([CH3:25])[CH:24]=2)=[O:18])=[CH:11][CH:10]=1)=[O:6], predict the reactants needed to synthesize it. The reactants are: [Cl:1][CH2:2][CH2:3][CH2:4][C:5](Cl)=[O:6].[NH2:8][C:9]1[CH:14]=[CH:13][C:12]([CH:15]([C:27]2[CH:32]=[CH:31][C:30]([Cl:33])=[CH:29][C:28]=2[CH3:34])[CH2:16][C:17]([C:19]2[CH:20]=[CH:21][C:22](=[O:26])[N:23]([CH3:25])[CH:24]=2)=[O:18])=[CH:11][CH:10]=1.